Dataset: Catalyst prediction with 721,799 reactions and 888 catalyst types from USPTO. Task: Predict which catalyst facilitates the given reaction. (1) Reactant: [C:1]([NH:18][C@H:19]([C:23]([OH:25])=[O:24])[CH:20]([CH3:22])[CH3:21])([O:3][CH2:4][CH:5]1[C:17]2[C:12](=[CH:13][CH:14]=[CH:15][CH:16]=2)[C:11]2[C:6]1=[CH:7][CH:8]=[CH:9][CH:10]=2)=[O:2].CCN(C(C)C)C(C)C.[Cl-].[Cl:36][C:37]1[CH:92]=[CH:91][C:40]([CH2:41][N:42]([CH2:53][C:54]2[CH:59]=[CH:58][CH:57]=[C:56]([CH2:60][NH:61][C:62](=[O:90])[CH2:63][C@H:64](O)/[CH:65]=[CH:66]/[CH2:67][CH2:68][S:69][C:70]([C:83]3[CH:88]=[CH:87][CH:86]=[CH:85][CH:84]=3)([C:77]3[CH:82]=[CH:81][CH:80]=[CH:79][CH:78]=3)[C:71]3[CH:76]=[CH:75][CH:74]=[CH:73][CH:72]=3)[N:55]=2)[CH2:43][C:44]([O:46][CH2:47][CH2:48][Si:49]([CH3:52])([CH3:51])[CH3:50])=[O:45])=[CH:39][CH:38]=1. Product: [CH:7]1[C:6]2[CH:5]([CH2:4][O:3][C:1]([NH:18][C@@H:19]([C:23]([O:25][C@H:64](/[CH:65]=[CH:66]/[CH2:67][CH2:68][S:69][C:70]([C:71]3[CH:76]=[CH:75][CH:74]=[CH:73][CH:72]=3)([C:83]3[CH:84]=[CH:85][CH:86]=[CH:87][CH:88]=3)[C:77]3[CH:82]=[CH:81][CH:80]=[CH:79][CH:78]=3)[CH2:63][C:62]([NH:61][CH2:60][C:56]3[CH:57]=[CH:58][CH:59]=[C:54]([CH2:53][N:42]([CH2:41][C:40]4[CH:39]=[CH:38][C:37]([Cl:36])=[CH:92][CH:91]=4)[CH2:43][C:44](=[O:45])[O:46][CH2:47][CH2:48][Si:49]([CH3:52])([CH3:50])[CH3:51])[N:55]=3)=[O:90])=[O:24])[CH:20]([CH3:21])[CH3:22])=[O:2])[C:17]3[C:12](=[CH:13][CH:14]=[CH:15][CH:16]=3)[C:11]=2[CH:10]=[CH:9][CH:8]=1. The catalyst class is: 230. (2) Reactant: C([O:3][C:4](=[O:35])[C:5]([O:8][C:9]1[CH:14]=[CH:13][C:12]([NH:15][CH2:16][CH2:17][CH2:18][N:19]2[C:24](=[O:25])[C:23]3[N:26]([CH3:32])[N:27]=[C:28]([CH2:29][CH2:30][CH3:31])[C:22]=3[N:21]=[C:20]2[CH2:33][CH3:34])=[CH:11][CH:10]=1)([CH3:7])[CH3:6])C.C(=O)([O-])[O-].[Na+].[Na+]. Product: [CH2:33]([C:20]1[N:19]([CH2:18][CH2:17][CH2:16][NH:15][C:12]2[CH:13]=[CH:14][C:9]([O:8][C:5]([CH3:7])([CH3:6])[C:4]([OH:35])=[O:3])=[CH:10][CH:11]=2)[C:24](=[O:25])[C:23]2[N:26]([CH3:32])[N:27]=[C:28]([CH2:29][CH2:30][CH3:31])[C:22]=2[N:21]=1)[CH3:34]. The catalyst class is: 5. (3) Reactant: [CH2:1]([N:3]1[CH:7]=[C:6]([NH2:8])[C:5]([CH3:9])=[N:4]1)[CH3:2].[F:10][C:11]([F:22])([F:21])[C:12]1[N:17]=[CH:16][C:15]([CH2:18][C:19]#N)=[CH:14][CH:13]=1. Product: [CH2:1]([N:3]1[CH:7]=[C:6]([NH:8][CH2:19][CH2:18][C:15]2[CH:16]=[N:17][C:12]([C:11]([F:22])([F:10])[F:21])=[CH:13][CH:14]=2)[C:5]([CH3:9])=[N:4]1)[CH3:2]. The catalyst class is: 19. (4) The catalyst class is: 5. Reactant: [F:1][C@H:2]1[CH2:19][C@@:17]2([CH3:18])[C@@H:13]([CH2:14][CH2:15][C:16]2=[O:20])[C@H:12]2[C@H:3]1[C:4]1[CH:5]=[CH:6][C:7]([OH:39])=[CH:8][C:9]=1[CH2:10][C@H:11]2[CH2:21][CH2:22][CH2:23][CH2:24][CH2:25][N:26]([CH2:28][CH:29]=[C:30]([F:38])[C:31]([F:37])([F:36])[C:32]([F:35])([F:34])[F:33])[CH3:27].[BH4-].[Na+]. Product: [F:1][C@H:2]1[CH2:19][C@@:17]2([CH3:18])[C@@H:13]([CH2:14][CH2:15][C@@H:16]2[OH:20])[C@H:12]2[C@H:3]1[C:4]1[CH:5]=[CH:6][C:7]([OH:39])=[CH:8][C:9]=1[CH2:10][C@H:11]2[CH2:21][CH2:22][CH2:23][CH2:24][CH2:25][N:26]([CH2:28][CH:29]=[C:30]([F:38])[C:31]([F:36])([F:37])[C:32]([F:33])([F:34])[F:35])[CH3:27].